From a dataset of Forward reaction prediction with 1.9M reactions from USPTO patents (1976-2016). Predict the product of the given reaction. (1) Given the reactants [NH2:1][CH2:2][CH2:3][CH2:4][CH2:5][CH2:6][CH2:7][N:8]([CH3:65])[C@H:9]([C:13]([NH:15][C@H:16]([C:20]([N:22]([C@@H:24]([C@@H:61]([CH3:64])[CH2:62][CH3:63])[C@H:25]([O:59][CH3:60])[CH2:26][C:27]([N:29]1[CH2:33][CH2:32][CH2:31][C@H:30]1[C@H:34]([O:57][CH3:58])[C@@H:35]([CH3:56])[C:36]([NH:38][C@@:39]1([C:48]([N:50]2[CH2:55][CH2:54][CH2:53][CH2:52][O:51]2)=[O:49])[CH2:41][C@@H:40]1[C:42]1[CH:47]=[CH:46][CH:45]=[CH:44][CH:43]=1)=[O:37])=[O:28])[CH3:23])=[O:21])[CH:17]([CH3:19])[CH3:18])=[O:14])[CH:10]([CH3:12])[CH3:11].C([BH3-])#N.[Na+], predict the reaction product. The product is: [NH2:1][CH2:2][CH2:3][CH2:4][CH2:5][CH2:6][CH2:7][N:8]([CH3:65])[C@H:9]([C:13]([NH:15][C@H:16]([C:20]([N:22]([C@@H:24]([C@@H:61]([CH3:64])[CH2:62][CH3:63])[C@H:25]([O:59][CH3:60])[CH2:26][C:27]([N:29]1[CH2:33][CH2:32][CH2:31][C@H:30]1[C@H:34]([O:57][CH3:58])[C@@H:35]([CH3:56])[C:36]([NH:38][C@@:39]1([C:48]([N:50]2[CH2:55][C:54]3[CH:2]=[CH:3][CH:4]=[CH:5][C:53]=3[CH2:52][O:51]2)=[O:49])[CH2:41][C@@H:40]1[C:42]1[CH:43]=[CH:44][CH:45]=[CH:46][CH:47]=1)=[O:37])=[O:28])[CH3:23])=[O:21])[CH:17]([CH3:18])[CH3:19])=[O:14])[CH:10]([CH3:12])[CH3:11]. (2) Given the reactants [ClH:1].[NH2:2][C@H:3]1[C:12]2[CH:11]=[C:10]([C:13]([OH:15])=[O:14])[C:9]([F:16])=[CH:8][C:7]=2[CH2:6][CH2:5][CH2:4]1.Cl.[CH3:18]O, predict the reaction product. The product is: [ClH:1].[NH2:2][C@H:3]1[C:12]2[CH:11]=[C:10]([C:13]([O:15][CH3:18])=[O:14])[C:9]([F:16])=[CH:8][C:7]=2[CH2:6][CH2:5][CH2:4]1.